From a dataset of Catalyst prediction with 721,799 reactions and 888 catalyst types from USPTO. Predict which catalyst facilitates the given reaction. (1) Reactant: [OH:1][CH:2]1[CH2:6][CH2:5][CH:4]([CH2:7][CH:8]([C:17]2[CH:22]=[CH:21][C:20]([S:23]([CH3:26])(=[O:25])=[O:24])=[CH:19][CH:18]=2)[C:9]([NH:11][C:12]2[S:13][CH:14]=[CH:15][N:16]=2)=[O:10])[CH2:3]1.[Cr](Cl)([O-])(=O)=O.[NH+]1C=CC=CC=1. Product: [CH3:26][S:23]([C:20]1[CH:21]=[CH:22][C:17]([CH:8]([CH2:7][CH:4]2[CH2:5][CH2:6][C:2](=[O:1])[CH2:3]2)[C:9]([NH:11][C:12]2[S:13][CH:14]=[CH:15][N:16]=2)=[O:10])=[CH:18][CH:19]=1)(=[O:24])=[O:25]. The catalyst class is: 2. (2) Reactant: [F:1][C:2]1[C:7]([F:8])=[C:6](F)[N:5]=[CH:4][N:3]=1.[CH2:10]([OH:14])[C:11]#[C:12][CH3:13].C(N(CC)CC)C. Product: [CH2:10]([O:14][C:6]1[C:7]([F:8])=[C:2]([F:1])[N:3]=[CH:4][N:5]=1)[C:11]#[C:12][CH3:13]. The catalyst class is: 11. (3) Product: [Br-:8].[CH2:1]([N+:18]1[CH:17]=[CH:16][C:15]([C:13]2[O:14][C:10]([CH3:9])=[CH:11][N:12]=2)=[CH:20][CH:19]=1)[C:2]1[CH:7]=[CH:6][CH:5]=[CH:4][CH:3]=1. The catalyst class is: 21. Reactant: [CH2:1]([Br:8])[C:2]1[CH:7]=[CH:6][CH:5]=[CH:4][CH:3]=1.[CH3:9][C:10]1[O:14][C:13]([C:15]2[CH:20]=[CH:19][N:18]=[CH:17][CH:16]=2)=[N:12][CH:11]=1. (4) Reactant: Cl[C:2]([O:4][CH3:5])=[O:3].[O:6]1[C:10]([C:11]2[CH:12]=[C:13]([CH:15]=[CH:16][CH:17]=2)[NH2:14])=[CH:9][N:8]=[CH:7]1. Product: [O:6]1[C:10]([C:11]2[CH:12]=[C:13]([NH:14][C:2](=[O:3])[O:4][CH3:5])[CH:15]=[CH:16][CH:17]=2)=[CH:9][N:8]=[CH:7]1. The catalyst class is: 1. (5) Reactant: [Si:1]([O:8][CH2:9][CH2:10][O:11][NH:12][C:13](=[O:37])[C:14]1[CH:19]=[C:18]([CH:20]=[N:21][O:22][CH2:23][CH:24]=[O:25])[C:17]([F:26])=[C:16]([F:27])[C:15]=1[NH:28][C:29]1[CH:34]=[CH:33][C:32]([I:35])=[CH:31][C:30]=1[F:36])([C:4]([CH3:7])([CH3:6])[CH3:5])([CH3:3])[CH3:2].[CH3:38][Mg]Br. Product: [Si:1]([O:8][CH2:9][CH2:10][O:11][NH:12][C:13](=[O:37])[C:14]1[CH:19]=[C:18](/[CH:20]=[N:21]/[O:22][CH2:23][CH:24]([OH:25])[CH3:38])[C:17]([F:26])=[C:16]([F:27])[C:15]=1[NH:28][C:29]1[CH:34]=[CH:33][C:32]([I:35])=[CH:31][C:30]=1[F:36])([C:4]([CH3:7])([CH3:6])[CH3:5])([CH3:3])[CH3:2]. The catalyst class is: 7.